From a dataset of Reaction yield outcomes from USPTO patents with 853,638 reactions. Predict the reaction yield, written as a fraction of the theoretical maximum amount of product (1.0 means a 100% yield; for example, 0.34 means a 34% yield). (1) The reactants are [Cl:1][C:2]1[CH:3]=[C:4]([CH:9]=[C:10]([C:12]2[CH:17]=[CH:16][C:15]([CH2:18][N:19]([CH3:21])[CH3:20])=[CH:14][CH:13]=2)[N:11]=1)[C:5]([O:7]C)=O.[OH-].[Na+].C1CN([P+](ON2N=NC3C=CC=CC2=3)(N2CCCC2)N2CCCC2)CC1.F[P-](F)(F)(F)(F)F.[NH2:57][CH2:58][C:59]1[C:60](=[O:67])[NH:61][C:62]([CH3:66])=[CH:63][C:64]=1[CH3:65]. The catalyst is C(O)C.O.CS(C)=O. The product is [Cl:1][C:2]1[CH:3]=[C:4]([CH:9]=[C:10]([C:12]2[CH:17]=[CH:16][C:15]([CH2:18][N:19]([CH3:21])[CH3:20])=[CH:14][CH:13]=2)[N:11]=1)[C:5]([NH:57][CH2:58][C:59]1[C:60](=[O:67])[NH:61][C:62]([CH3:66])=[CH:63][C:64]=1[CH3:65])=[O:7]. The yield is 0.436. (2) The catalyst is ClCCl. The yield is 0.360. The reactants are [I-].[C:2]([CH:5]([CH2:11][CH:12]([CH3:14])[CH3:13])[CH2:6][N+:7]([CH3:10])([CH3:9])C)(=[O:4])[CH3:3].[CH3:15][O:16][C:17]1[CH:18]=[C:19]2[C:24](=[CH:25][C:26]=1[O:27][CH3:28])C=NC[CH2:20]2.C(O)C.O. The product is [CH2:11]([CH:5]1[CH2:6][N:7]2[CH2:9][CH2:20][C:19]3[C:24]([CH:10]2[CH2:3][C:2]1=[O:4])=[CH:25][C:26]([O:27][CH3:28])=[C:17]([O:16][CH3:15])[CH:18]=3)[CH:12]([CH3:13])[CH3:14]. (3) The reactants are FC(F)(F)C1C=C(NC(=O)NC2C=CC(C3SC(CCC(OC)=O)=NC=3)=CC=2)C=CC=1.[NH2:32][C:33]1[CH:38]=[CH:37][C:36]([C:39]2[S:43][C:42]([CH2:44][CH2:45][CH2:46][C:47]([O:49][CH3:50])=[O:48])=[N:41][N:40]=2)=[CH:35][CH:34]=1.[Cl:51][C:52]1[CH:57]=[CH:56][CH:55]=[CH:54][C:53]=1[N:58]=[C:59]=[O:60]. No catalyst specified. The product is [Cl:51][C:52]1[CH:57]=[CH:56][CH:55]=[CH:54][C:53]=1[NH:58][C:59](=[O:60])[NH:32][C:33]1[CH:34]=[CH:35][C:36]([C:39]2[S:43][C:42]([CH2:44][CH2:45][CH2:46][C:47]([O:49][CH3:50])=[O:48])=[N:41][N:40]=2)=[CH:37][CH:38]=1. The yield is 0.800. (4) The reactants are [F:1][C:2]([F:29])([F:28])[O:3][C:4]1[CH:9]=[CH:8][C:7]([O:10][C:11](=[O:27])[N:12]([CH2:25][CH3:26])[CH:13]2[CH2:22][CH2:21][C:20]3[C:15](=[CH:16][CH:17]=[C:18]([O:23]C)[CH:19]=3)[CH2:14]2)=[CH:6][CH:5]=1.B(Br)(Br)Br.C(Cl)Cl. The catalyst is C(Cl)Cl. The product is [F:1][C:2]([F:28])([F:29])[O:3][C:4]1[CH:5]=[CH:6][C:7]([O:10][C:11](=[O:27])[N:12]([CH2:25][CH3:26])[CH:13]2[CH2:22][CH2:21][C:20]3[C:15](=[CH:16][CH:17]=[C:18]([OH:23])[CH:19]=3)[CH2:14]2)=[CH:8][CH:9]=1. The yield is 0.750.